Task: Predict the reaction yield, written as a fraction of the theoretical maximum amount of product (1.0 means a 100% yield; for example, 0.34 means a 34% yield).. Dataset: Reaction yield outcomes from USPTO patents with 853,638 reactions (1) The reactants are [Br:1][C:2]1[C:24]([F:25])=[CH:23][C:5]2[O:6][C:7]3[CH:22]=[CH:21][CH:20]=[CH:19][C:8]=3[C@H:9]3[C@H:14](C(O)=O)[CH2:13][CH2:12][C:11](=[O:18])[N:10]3[C:4]=2[CH:3]=1.C([N:28]([CH2:31]C)CC)C.P(N=[N+]=[N-])(=O)(OC1C=CC=CC=1)[O:34][C:35]1C=CC=CC=1.C[OH:53]. The catalyst is C1(C)C=CC=CC=1. The product is [Br:1][C:2]1[C:24]([F:25])=[CH:23][C:5]2[O:6][C:7]3[CH:22]=[CH:21][CH:20]=[CH:19][C:8]=3[C@H:9]3[C@H:14]([NH:28][C:31](=[O:53])[O:34][CH3:35])[CH2:13][CH2:12][C:11](=[O:18])[N:10]3[C:4]=2[CH:3]=1. The yield is 1.00. (2) The reactants are C(O[C:6](=O)[N:7]([CH:9]([CH2:37][CH:38]1[CH2:43][CH2:42][CH2:41][O:40][CH2:39]1)[CH2:10][NH:11][C:12](=[O:36])[C:13]1[CH:18]=[CH:17][CH:16]=[C:15]([CH:19]([C:28]2[CH:33]=[C:32]([F:34])[CH:31]=[C:30]([Cl:35])[CH:29]=2)[O:20][CH2:21][CH2:22][NH:23][C:24]([O:26][CH3:27])=[O:25])[CH:14]=1)C)(C)(C)C. The catalyst is Cl.O1CCOCC1. The product is [Cl:35][C:30]1[CH:29]=[C:28]([C@@H:19]([C:15]2[CH:16]=[CH:17][CH:18]=[C:13]([C:12](=[O:36])[NH:11][CH2:10][C@@H:9]([NH:7][CH3:6])[CH2:37][C@H:38]3[CH2:43][CH2:42][CH2:41][O:40][CH2:39]3)[CH:14]=2)[O:20][CH2:21][CH2:22][NH:23][C:24](=[O:25])[O:26][CH3:27])[CH:33]=[C:32]([F:34])[CH:31]=1. The yield is 0.0700. (3) The reactants are Br.[CH3:2][O:3][C:4](=[O:23])[C:5]1[C:10]([NH:11][C:12]2[CH:17]=[CH:16][C:15]([Br:18])=[CH:14][C:13]=2[F:19])=[C:9]([F:20])[C:8]([O:21]C)=[N:7][CH:6]=1.C(O)(=O)C. The catalyst is O. The product is [CH3:2][O:3][C:4]([C:5]1[C:10]([NH:11][C:12]2[CH:17]=[CH:16][C:15]([Br:18])=[CH:14][C:13]=2[F:19])=[C:9]([F:20])[C:8](=[O:21])[NH:7][CH:6]=1)=[O:23]. The yield is 0.970. (4) The reactants are [NH2:1][CH2:2][CH2:3][CH2:4][CH2:5][CH2:6][C:7]([N:9]1[CH2:13][CH:12]([OH:14])[CH2:11][CH:10]1[CH:15]([C:34]1[CH:39]=[CH:38][CH:37]=[CH:36][CH:35]=1)[O:16][CH:17]([C:26]1[CH:31]=[CH:30][C:29]([O:32][CH3:33])=[CH:28][CH:27]=1)[C:18]1[CH:23]=[CH:22][C:21]([O:24][CH3:25])=[CH:20][CH:19]=1)=[O:8].C(N(CC)CC)C.[CH2:47]([C:63]1([CH3:90])[CH2:72][CH2:71][C:70]2[C:65](=[C:66]([CH3:89])[C:67]([CH3:88])=[C:68]([O:74][CH2:75][CH2:76][O:77][C:78](=O)[O:79]N3C(=O)CCC3=O)[C:69]=2[CH3:73])[O:64]1)[CH2:48][CH2:49][CH2:50][CH2:51][CH2:52][CH2:53][CH2:54][CH2:55][CH2:56][CH2:57][CH2:58][CH2:59][CH2:60][CH2:61][CH3:62].CO.C(Cl)(Cl)Cl. The catalyst is ClCCl. The product is [CH2:47]([C:63]1([CH3:90])[CH2:72][CH2:71][C:70]2[C:65](=[C:66]([CH3:89])[C:67]([CH3:88])=[C:68]([O:74][CH2:75][CH2:76][O:77][C:78](=[O:79])[NH:1][CH2:2][CH2:3][CH2:4][CH2:5][CH2:6][C:7]([N:9]3[CH2:13][CH:12]([OH:14])[CH2:11][CH:10]3[CH:15]([C:34]3[CH:39]=[CH:38][CH:37]=[CH:36][CH:35]=3)[O:16][CH:17]([C:26]3[CH:31]=[CH:30][C:29]([O:32][CH3:33])=[CH:28][CH:27]=3)[C:18]3[CH:23]=[CH:22][C:21]([O:24][CH3:25])=[CH:20][CH:19]=3)=[O:8])[C:69]=2[CH3:73])[O:64]1)[CH2:48][CH2:49][CH2:50][CH2:51][CH2:52][CH2:53][CH2:54][CH2:55][CH2:56][CH2:57][CH2:58][CH2:59][CH2:60][CH2:61][CH3:62]. The yield is 0.880. (5) The reactants are [N+:1]([C:4]1[CH:9]=[CH:8][C:7]([OH:10])=[CH:6][CH:5]=1)([O-:3])=[O:2].C([O-])([O-])=O.[K+].[K+].Br[CH2:18][C:19]1[CH:23]=[C:22]([CH3:24])[O:21][N:20]=1. The catalyst is [I-].C([N+](CCCC)(CCCC)CCCC)CCC.CC(C)=O. The product is [CH3:24][C:22]1[O:21][N:20]=[C:19]([CH2:18][O:10][C:7]2[CH:8]=[CH:9][C:4]([N+:1]([O-:3])=[O:2])=[CH:5][CH:6]=2)[CH:23]=1. The yield is 0.970. (6) The reactants are [CH3:1][O:2][C:3]([C:5]1[CH:9]=[C:8]([CH:10]=[O:11])[S:7][CH:6]=1)=[O:4].[CH2:12]([Mg]Cl)[C:13]([CH3:16])([CH3:15])[CH3:14].O. The catalyst is CCOCC. The product is [CH3:1][O:2][C:3]([C:5]1[CH:9]=[C:8]([CH:10]([OH:11])[CH2:12][C:13]([CH3:16])([CH3:15])[CH3:14])[S:7][CH:6]=1)=[O:4]. The yield is 0.440. (7) The reactants are [CH:1]1([CH2:6][C@H:7]([N:11]2[CH2:19][C:18]3[C:13](=[CH:14][CH:15]=[CH:16][C:17]=3[C:20]([F:23])([F:22])[F:21])[C:12]2=[O:24])[C:8](O)=[O:9])[CH2:5][CH2:4][CH2:3][CH2:2]1.C(Cl)(=O)C(Cl)=O.[CH3:31][O:32][C:33]([CH3:42])([CH3:41])[CH2:34][N:35]1[CH:39]=[CH:38][C:37]([NH2:40])=[N:36]1.N1C(C)=CC=CC=1C. The catalyst is C(Cl)Cl.CN(C)C=O. The product is [CH:1]1([CH2:6][C@H:7]([N:11]2[CH2:19][C:18]3[C:13](=[CH:14][CH:15]=[CH:16][C:17]=3[C:20]([F:21])([F:23])[F:22])[C:12]2=[O:24])[C:8]([NH:40][C:37]2[CH:38]=[CH:39][N:35]([CH2:34][C:33]([O:32][CH3:31])([CH3:41])[CH3:42])[N:36]=2)=[O:9])[CH2:2][CH2:3][CH2:4][CH2:5]1. The yield is 0.710. (8) The reactants are [CH3:1][O:2][CH2:3][CH2:4][O:5][CH2:6][CH2:7][O:8][CH2:9][CH2:10][OH:11].[CH2:12]([O:14][C:15](=[O:19])[CH2:16][CH:17]=[CH2:18])[CH3:13]. The catalyst is O1CCCC1. The product is [CH2:12]([O:14][C:15](=[O:19])[CH2:16][CH2:17][CH2:18][O:11][CH2:10][CH2:9][O:8][CH2:7][CH2:6][O:5][CH2:4][CH2:3][O:2][CH3:1])[CH3:13]. The yield is 0.300. (9) The reactants are [Cl:1][C:2]1[NH:7][C:6](=[O:8])[C:5]([F:9])=[CH:4][N:3]=1.[H-].[Na+].[Br-].[Li+].Br[CH2:15][C:16]1[C:17]([C:22]#[N:23])=[CH:18][CH:19]=[CH:20][CH:21]=1. The catalyst is COCCOC.CN(C=O)C.CCOC(C)=O. The product is [Cl:1][C:2]1[N:7]([CH2:15][C:16]2[CH:21]=[CH:20][CH:19]=[CH:18][C:17]=2[C:22]#[N:23])[C:6](=[O:8])[C:5]([F:9])=[CH:4][N:3]=1. The yield is 0.440.